Dataset: Reaction yield outcomes from USPTO patents with 853,638 reactions. Task: Predict the reaction yield, written as a fraction of the theoretical maximum amount of product (1.0 means a 100% yield; for example, 0.34 means a 34% yield). (1) The product is [F:21][C:3]([F:2])([F:20])[C:4]1[CH:5]=[C:6]([CH:14]2[CH2:19][CH2:18][N:17]([C:38]([C:37]3[C:31]4[CH2:30][N:29]([C:27]([O:26][C:22]([CH3:25])([CH3:24])[CH3:23])=[O:28])[CH2:34][CH2:33][C:32]=4[NH:35][N:36]=3)=[O:39])[CH2:16][CH2:15]2)[CH:7]=[C:8]([C:10]([F:12])([F:13])[F:11])[CH:9]=1. The catalyst is CN(C=O)C.O. The reactants are Cl.[F:2][C:3]([F:21])([F:20])[C:4]1[CH:5]=[C:6]([CH:14]2[CH2:19][CH2:18][NH:17][CH2:16][CH2:15]2)[CH:7]=[C:8]([C:10]([F:13])([F:12])[F:11])[CH:9]=1.[C:22]([O:26][C:27]([N:29]1[CH2:34][CH2:33][C:32]2[NH:35][N:36]=[C:37]([C:38](O)=[O:39])[C:31]=2[CH2:30]1)=[O:28])([CH3:25])([CH3:24])[CH3:23].C(N(C(C)C)CC)(C)C.CCN=C=NCCCN(C)C.C1C=CC2N(O)N=NC=2C=1. The yield is 0.860. (2) The reactants are [Cl:1][C:2]1[CH:7]=[C:6]([CH2:8][CH2:9][N+:10]([O-:12])=[O:11])[CH:5]=[C:4]([F:13])[CH:3]=1.[C:14]([O:18][C:19]([N:21]1[C@@H:26]([CH:27]=[O:28])[CH2:25][O:24][C@@H:23]([O:29][CH2:30][C:31]([CH3:34])([CH3:33])[CH3:32])[CH2:22]1)=[O:20])([CH3:17])([CH3:16])[CH3:15].[F-].C([N+](CCCC)(CCCC)CCCC)CCC. The catalyst is O1CCCC1.C(OCC)(=O)C. The product is [C:14]([O:18][C:19]([N:21]1[C@@H:26]([C@@H:27]([OH:28])[C@@H:9]([N+:10]([O-:12])=[O:11])[CH2:8][C:6]2[CH:5]=[C:4]([F:13])[CH:3]=[C:2]([Cl:1])[CH:7]=2)[CH2:25][O:24][C@@H:23]([O:29][CH2:30][C:31]([CH3:34])([CH3:33])[CH3:32])[CH2:22]1)=[O:20])([CH3:17])([CH3:16])[CH3:15]. The yield is 0.590. (3) The product is [F:22][C:23]1[C:28](=[O:29])[N:27]([C:30]2[C:31]([CH3:45])=[C:32]([C:2]3[C:14]4[C:13]5[C:8](=[CH:9][C:10]([C:15]([OH:18])([CH3:17])[CH3:16])=[CH:11][CH:12]=5)[NH:7][C:6]=4[C:5]([C:19]([NH2:21])=[O:20])=[CH:4][CH:3]=3)[CH:33]=[CH:34][CH:35]=2)[C:26](=[O:46])[N:25]2[CH:47]=[CH:48][CH:49]=[CH:50][C:24]=12. The catalyst is C1COCC1.O.C1C=CC(P(C2C=CC=CC=2)[C-]2C=CC=C2)=CC=1.C1C=CC(P(C2C=CC=CC=2)[C-]2C=CC=C2)=CC=1.Cl[Pd]Cl.[Fe+2].C(Cl)Cl. The yield is 0.220. The reactants are Br[C:2]1[C:14]2[C:13]3[C:8](=[CH:9][C:10]([C:15]([OH:18])([CH3:17])[CH3:16])=[CH:11][CH:12]=3)[NH:7][C:6]=2[C:5]([C:19]([NH2:21])=[O:20])=[CH:4][CH:3]=1.[F:22][C:23]1[C:28](=[O:29])[N:27]([C:30]2[CH:35]=[CH:34][CH:33]=[C:32](B3OC(C)(C)C(C)(C)O3)[C:31]=2[CH3:45])[C:26](=[O:46])[N:25]2[CH:47]=[CH:48][CH:49]=[CH:50][C:24]=12.C([O-])([O-])=O.[Cs+].[Cs+]. (4) The reactants are [F:1][C:2]1[CH:7]=[CH:6][C:5]([C:8]([C:10]2[CH:15]=[CH:14][C:13]([OH:16])=[C:12](I)[CH:11]=2)=[O:9])=[CH:4][CH:3]=1.[CH2:18]([N:22]1[CH2:26][CH2:25][CH2:24][C@H:23]1[CH3:27])[CH2:19][C:20]#[CH:21].C(#N)C.CC1C=CC(P(C2C=CC(C)=CC=2)C2C=CC(C)=CC=2)=CC=1.C(NC(C)C)(C)C. The catalyst is CC([O-])=O.CC([O-])=O.[Pd+2].[Cu](I)I. The product is [F:1][C:2]1[CH:7]=[CH:6][C:5]([C:8]([C:10]2[CH:15]=[CH:14][C:13]3[O:16][C:20]([CH2:19][CH2:18][N:22]4[CH2:26][CH2:25][CH2:24][C@H:23]4[CH3:27])=[CH:21][C:12]=3[CH:11]=2)=[O:9])=[CH:4][CH:3]=1. The yield is 0.180. (5) The reactants are [C:1]([NH:4][C:5]1[CH:13]=[CH:12][CH:11]=[C:10]2[C:6]=1[C:7](=[O:35])[N:8]([CH:15]([C:20]1[CH:25]=[CH:24][C:23]([O:26][CH:27]([F:29])[F:28])=[C:22]([O:30][CH2:31][CH:32]3[CH2:34][CH2:33]3)[CH:21]=1)[CH2:16][C:17](O)=[O:18])[C:9]2=[O:14])(=[O:3])[CH3:2].[C:36](N1C=CN=C1)([N:38]1C=CN=[CH:39]1)=O.CNC.O. The catalyst is O1CCCC1. The product is [C:1]([NH:4][C:5]1[CH:13]=[CH:12][CH:11]=[C:10]2[C:6]=1[C:7](=[O:35])[N:8]([CH:15]([C:20]1[CH:25]=[CH:24][C:23]([O:26][CH:27]([F:28])[F:29])=[C:22]([O:30][CH2:31][CH:32]3[CH2:34][CH2:33]3)[CH:21]=1)[CH2:16][C:17]([N:38]([CH3:39])[CH3:36])=[O:18])[C:9]2=[O:14])(=[O:3])[CH3:2]. The yield is 0.300. (6) The reactants are Br[C:2]1[CH:3]=[C:4]([C:8]2[CH:9]=[CH:10][C:11]3[C:12]4[C:17]([C:18]5[C:23]=3[C:22]=2[CH:21]=[CH:20][CH:19]=5)=[CH:16][CH:15]=[CH:14][CH:13]=4)[CH:5]=[CH:6][CH:7]=1.C([Li])CCC.[B:29](OC(C)C)([O:34]C(C)C)[O:30]C(C)C.Cl. The catalyst is CCCCCC.O1CCCC1. The product is [CH:9]1[C:8]2=[C:22]3[C:21]([C:5]4[C:4]2=[CH:3][CH:2]=[CH:7][CH:6]=4)=[CH:20][CH:19]=[CH:18][C:23]3=[C:11]([C:12]2[CH:13]=[C:14]([B:29]([OH:34])[OH:30])[CH:15]=[CH:16][CH:17]=2)[CH:10]=1. The yield is 0.950.